Predict which catalyst facilitates the given reaction. From a dataset of Catalyst prediction with 721,799 reactions and 888 catalyst types from USPTO. Reactant: [NH2:1][C:2]1[S:6][C:5]([C:7]([O:9][CH3:10])=[O:8])=[CH:4][CH:3]=1.[O:11]1[CH2:16][CH2:15][C:14](=O)[CH2:13][CH2:12]1.CC(O)=O.[BH-](OC(C)=O)(OC(C)=O)OC(C)=O.[Na+]. Product: [O:11]1[CH2:16][CH2:15][CH:14]([NH:1][C:2]2[S:6][C:5]([C:7]([O:9][CH3:10])=[O:8])=[CH:4][CH:3]=2)[CH2:13][CH2:12]1. The catalyst class is: 2.